This data is from Reaction yield outcomes from USPTO patents with 853,638 reactions. The task is: Predict the reaction yield, written as a fraction of the theoretical maximum amount of product (1.0 means a 100% yield; for example, 0.34 means a 34% yield). (1) The reactants are Br[C:2]1[CH:3]=[C:4]2[C:17](=[CH:18][CH:19]=1)[C:16]1[C:11](=[CH:12][C:13](Br)=[CH:14][CH:15]=1)[C:10]1[N:9]=[CH:8][CH:7]=[N:6][C:5]2=1.C(=O)([O-])[O-].[K+].[K+].[CH:27]1[C:39]2[NH:38][C:37]3[C:32](=[CH:33][CH:34]=[CH:35][CH:36]=3)[C:31]=2[CH:30]=[CH:29][CH:28]=1.[C:49](P([C:49]([CH3:52])([CH3:51])[CH3:50])[C:49]([CH3:52])([CH3:51])[CH3:50])([CH3:52])([CH3:51])[CH3:50]. The catalyst is C([O-])(=O)C.[Pd+2].C([O-])(=O)C.C1(C)C=CC=CC=1. The product is [CH:36]1[C:37]2[N:38]([C:2]3[CH:3]=[C:4]4[C:17](=[CH:18][CH:19]=3)[C:16]3[C:11](=[CH:12][C:13]([N:6]5[C:51]6[CH:12]=[CH:11][CH:10]=[CH:50][C:49]=6[C:52]6[C:5]5=[CH:4][CH:3]=[CH:2][CH:19]=6)=[CH:14][CH:15]=3)[C:10]3[N:9]=[CH:8][CH:7]=[N:6][C:5]4=3)[C:39]3[C:31](=[CH:30][CH:29]=[CH:28][CH:27]=3)[C:32]=2[CH:33]=[CH:34][CH:35]=1. The yield is 0.740. (2) The reactants are [Cl:1][C:2]1[C:15]2[CH2:14][CH2:13][CH2:12][C:11]=2[C:5]2[O:6][CH:7]([CH2:9][NH2:10])[CH2:8][C:4]=2[CH:3]=1.C(N(C(C)C)CC)(C)C.Cl[C:26]([O:28][CH2:29][C:30]1[CH:35]=[CH:34][CH:33]=[CH:32][CH:31]=1)=[O:27].O1C(CNC(=O)OCC2C=CC=CC=2)CC2C=CC3CCCC=3C1=2. No catalyst specified. The product is [Cl:1][C:2]1[C:15]2[CH2:14][CH2:13][CH2:12][C:11]=2[C:5]2[O:6][CH:7]([CH2:9][NH:10][C:26](=[O:27])[O:28][CH2:29][C:30]3[CH:35]=[CH:34][CH:33]=[CH:32][CH:31]=3)[CH2:8][C:4]=2[CH:3]=1. The yield is 0.840. (3) The reactants are [F:1][C:2]1[C:25]([NH:26][C:27]([NH:29][C:30]2[CH:35]=[C:34]([CH3:36])[N:33]=[CH:32][CH:31]=2)=[O:28])=[CH:24][CH:23]=[CH:22][C:3]=1[CH2:4][N:5]1[CH2:10][CH2:9][N:8]([C:11]([O:13][CH2:14]C2C=CC=CC=2)=[O:12])[C@H:7]([CH3:21])[CH2:6]1.CCN(CC)CC.ClC(OC)=O. The catalyst is CO.[Pd]. The product is [F:1][C:2]1[C:25]([NH:26][C:27]([NH:29][C:30]2[CH:31]=[CH:32][N:33]=[C:34]([CH3:36])[CH:35]=2)=[O:28])=[CH:24][CH:23]=[CH:22][C:3]=1[CH2:4][N:5]1[CH2:10][CH2:9][N:8]([C:11]([O:13][CH3:14])=[O:12])[C@H:7]([CH3:21])[CH2:6]1. The yield is 0.500.